From a dataset of Catalyst prediction with 721,799 reactions and 888 catalyst types from USPTO. Predict which catalyst facilitates the given reaction. (1) Reactant: [C:1]1([C:18]2[CH:23]=[CH:22][CH:21]=[CH:20][CH:19]=2)[CH:6]=[CH:5][C:4]([C@H:7]([NH:10]C(=O)OC(C)(C)C)[CH2:8][OH:9])=[CH:3][CH:2]=1.Cl. Product: [NH2:10][C@@H:7]([C:4]1[CH:5]=[CH:6][C:1]([C:18]2[CH:23]=[CH:22][CH:21]=[CH:20][CH:19]=2)=[CH:2][CH:3]=1)[CH2:8][OH:9]. The catalyst class is: 5. (2) Reactant: [CH3:1][O:2][C:3]([C:5]1[CH:6]([C:18]2[CH:23]=[CH:22][C:21]([F:24])=[CH:20][C:19]=2[Cl:25])[N:7]=[C:8]([C:13]2[S:14][CH:15]=[CH:16][N:17]=2)[NH:9][C:10]=1[CH2:11]Br)=[O:4].[F:26][C:27]1([F:35])[CH2:31][NH:30][C@H:29]([C:32]([OH:34])=[O:33])[CH2:28]1.CCN(C(C)C)C(C)C. Product: [CH3:1][O:2][C:3]([C:5]1[CH:6]([C:18]2[CH:23]=[CH:22][C:21]([F:24])=[CH:20][C:19]=2[Cl:25])[N:7]=[C:8]([C:13]2[S:14][CH:15]=[CH:16][N:17]=2)[NH:9][C:10]=1[CH2:11][N:30]1[CH2:31][C:27]([F:35])([F:26])[CH2:28][C@H:29]1[C:32]([OH:34])=[O:33])=[O:4]. The catalyst class is: 839. (3) Product: [CH3:28][N:25]1[CH2:24][CH2:23][N:22]([C:19]2[CH:20]=[CH:21][C:16]([NH:15][CH:14]=[C:5]3[C:4]4[C:9](=[CH:10][CH:11]=[C:2]([C:34]5[CH:35]=[CH:36][C:31]([C:29]#[N:30])=[CH:32][CH:33]=5)[CH:3]=4)[C:8](=[O:12])[NH:7][C:6]3=[O:13])=[CH:17][CH:18]=2)[CH2:27][CH2:26]1. Reactant: Br[C:2]1[CH:3]=[C:4]2[C:9](=[CH:10][CH:11]=1)[C:8](=[O:12])[NH:7][C:6](=[O:13])[C:5]2=[CH:14][NH:15][C:16]1[CH:21]=[CH:20][C:19]([N:22]2[CH2:27][CH2:26][N:25]([CH3:28])[CH2:24][CH2:23]2)=[CH:18][CH:17]=1.[C:29]([C:31]1[CH:36]=[CH:35][C:34](B(O)O)=[CH:33][CH:32]=1)#[N:30].C(=O)([O-])[O-].[Cs+].[Cs+]. The catalyst class is: 9.